This data is from NCI-60 drug combinations with 297,098 pairs across 59 cell lines. The task is: Regression. Given two drug SMILES strings and cell line genomic features, predict the synergy score measuring deviation from expected non-interaction effect. (1) Drug 1: C1=NC2=C(N=C(N=C2N1C3C(C(C(O3)CO)O)O)F)N. Drug 2: C1CN(CCN1C(=O)CCBr)C(=O)CCBr. Cell line: NCI-H460. Synergy scores: CSS=25.0, Synergy_ZIP=4.47, Synergy_Bliss=-1.26, Synergy_Loewe=-15.5, Synergy_HSA=-0.353. (2) Drug 1: C1=CC(=C2C(=C1NCCNCCO)C(=O)C3=C(C=CC(=C3C2=O)O)O)NCCNCCO. Drug 2: CC1C(C(CC(O1)OC2CC(CC3=C2C(=C4C(=C3O)C(=O)C5=C(C4=O)C(=CC=C5)OC)O)(C(=O)C)O)N)O.Cl. Cell line: BT-549. Synergy scores: CSS=39.9, Synergy_ZIP=0.229, Synergy_Bliss=0.830, Synergy_Loewe=-2.60, Synergy_HSA=4.27. (3) Drug 1: CCC1(CC2CC(C3=C(CCN(C2)C1)C4=CC=CC=C4N3)(C5=C(C=C6C(=C5)C78CCN9C7C(C=CC9)(C(C(C8N6C)(C(=O)OC)O)OC(=O)C)CC)OC)C(=O)OC)O.OS(=O)(=O)O. Synergy scores: CSS=3.28, Synergy_ZIP=-0.603, Synergy_Bliss=0.984, Synergy_Loewe=-1.44, Synergy_HSA=0.719. Drug 2: C1CN(P(=O)(OC1)NCCCl)CCCl. Cell line: KM12.